The task is: Predict the reaction yield, written as a fraction of the theoretical maximum amount of product (1.0 means a 100% yield; for example, 0.34 means a 34% yield).. This data is from Reaction yield outcomes from USPTO patents with 853,638 reactions. (1) The reactants are [Cl:1][CH2:2][CH2:3][CH2:4][CH2:5][C@H:6]([OH:8])[CH3:7].[C:9](=O)([O-])[O-].[K+].[K+].IC.[H-].[Na+]. The catalyst is O.CN(C)C=O. The product is [Cl:1][CH2:2][CH2:3][CH2:4][CH2:5][C@H:6]([O:8][CH3:9])[CH3:7]. The yield is 0.430. (2) The yield is 0.180. No catalyst specified. The product is [NH2:1][C:2]1[CH:7]=[C:6]([O:8][C:9]2[C:14]([F:15])=[CH:13][C:12]([NH:16][C:17](=[O:24])[CH2:18][C:19]([OH:21])=[O:20])=[C:11]([F:25])[CH:10]=2)[CH:5]=[CH:4][N:3]=1. The reactants are [NH2:1][C:2]1[CH:7]=[C:6]([O:8][C:9]2[C:14]([F:15])=[CH:13][C:12]([NH:16][C:17](=[O:24])[CH2:18][C:19]([O:21]CC)=[O:20])=[C:11]([F:25])[CH:10]=2)[CH:5]=[CH:4][N:3]=1.C(OC1C=CC(NC2N=CN=C(OC3C=CC(NC(=O)CC(NC4C=CC(F)=CC=4)=O)=CC=3F)C=2)=CC=1)C1C=CC=CC=1.